This data is from hERG Central: cardiac toxicity at 1µM, 10µM, and general inhibition. The task is: Predict hERG channel inhibition at various concentrations. (1) The drug is Cn1nc(-c2ccc(C(=O)NC3CCCCC3)cc2)c2ccccc2c1=O. Results: hERG_inhib (hERG inhibition (general)): blocker. (2) Results: hERG_inhib (hERG inhibition (general)): blocker. The molecule is CCCN(CCC)C(=O)C1CCC(CNS(=O)(=O)c2cccc3nsnc23)CC1.